This data is from Catalyst prediction with 721,799 reactions and 888 catalyst types from USPTO. The task is: Predict which catalyst facilitates the given reaction. (1) Reactant: [C:1]([C:3]1[CH:4]=[C:5]([C:13]2[O:17][N:16]=[C:15]([C:18]3[CH:26]=[CH:25][CH:24]=[C:23]4[C:19]=3[CH2:20][CH2:21][C@H:22]4[NH:27][S:28]([CH2:31][C:32]([O:34]C)=[O:33])(=[O:30])=[O:29])[N:14]=2)[CH:6]=[CH:7][C:8]=1[O:9][CH:10]([CH3:12])[CH3:11])#[N:2].[OH-].[Na+]. Product: [C:1]([C:3]1[CH:4]=[C:5]([C:13]2[O:17][N:16]=[C:15]([C:18]3[CH:26]=[CH:25][CH:24]=[C:23]4[C:19]=3[CH2:20][CH2:21][C@H:22]4[NH:27][S:28]([CH2:31][C:32]([OH:34])=[O:33])(=[O:29])=[O:30])[N:14]=2)[CH:6]=[CH:7][C:8]=1[O:9][CH:10]([CH3:12])[CH3:11])#[N:2]. The catalyst class is: 5. (2) Reactant: C1(P(C2C=CC=CC=2)C2C=CC=CC=2)C=CC=CC=1.[N:20]([CH:23]1[CH2:31][CH2:30][C:29]2[N:25]([C:26]3[N:45]=[CH:44][N:43]=[C:42]([NH2:46])[C:27]=3[C:28]=2[C:32]2[CH:33]=[N:34][C:35]3[C:40]([CH:41]=2)=[CH:39][CH:38]=[CH:37][CH:36]=3)[CH2:24]1)=[N+]=[N-]. Product: [N:34]1[C:35]2[C:40](=[CH:39][CH:38]=[CH:37][CH:36]=2)[CH:41]=[C:32]([C:28]2[C:27]3[C:42]([NH2:46])=[N:43][CH:44]=[N:45][C:26]=3[N:25]3[C:29]=2[CH2:30][CH2:31][CH:23]([NH2:20])[CH2:24]3)[CH:33]=1. The catalyst class is: 20. (3) Reactant: [CH2:1]([O:4][C:5]1[CH:10]=[CH:9][C:8]([CH2:11][C@H:12]([NH:24][S:25]([C:28]2[CH:33]=[CH:32][C:31]([F:34])=[CH:30][CH:29]=2)(=[O:27])=[O:26])[C:13]([NH:15][C@@H:16]([CH2:20][CH:21]([CH3:23])[CH3:22])[C:17]([OH:19])=O)=[O:14])=[CH:7][CH:6]=1)[CH:2]=[CH2:3].CN(C(ON1N=N[C:45]2[CH:46]=CC=N[C:44]1=2)=[N+](C)C)C.F[P-](F)(F)(F)(F)F.CC[N:61](C(C)C)C(C)C.C[CH2:69][O:70][C:71]([CH3:73])=[O:72]. Product: [CH3:69][O:70][C:71](=[O:72])[C@@H:73]([NH:61][C:17](=[O:19])[C@@H:16]([NH:15][C:13](=[O:14])[C@@H:12]([NH:24][S:25]([C:28]1[CH:29]=[CH:30][C:31]([F:34])=[CH:32][CH:33]=1)(=[O:27])=[O:26])[CH2:11][C:8]1[CH:9]=[CH:10][C:5]([O:4][CH2:1][CH:2]=[CH2:3])=[CH:6][CH:7]=1)[CH2:20][CH:21]([CH3:23])[CH3:22])[CH2:46][CH:45]=[CH2:44]. The catalyst class is: 3.